From a dataset of Full USPTO retrosynthesis dataset with 1.9M reactions from patents (1976-2016). Predict the reactants needed to synthesize the given product. (1) Given the product [O:3]1[C:7]2[CH:8]=[CH:9][CH:10]=[C:11]([CH:12]3[CH2:17][CH2:16][N:15]([CH2:18][CH2:19][C@H:20]4[CH2:21][CH2:22][C@H:23]([NH:26][C:27](=[O:31])[CH2:28][CH2:29][CH3:30])[CH2:24][CH2:25]4)[CH2:14][CH2:13]3)[C:6]=2[CH2:5][CH2:4]1, predict the reactants needed to synthesize it. The reactants are: Cl.Cl.[O:3]1[C:7]2[CH:8]=[CH:9][CH:10]=[C:11]([CH:12]3[CH2:17][CH2:16][N:15]([CH2:18][CH2:19][C@H:20]4[CH2:25][CH2:24][C@H:23]([NH2:26])[CH2:22][CH2:21]4)[CH2:14][CH2:13]3)[C:6]=2[CH2:5][CH2:4]1.[C:27](O)(=[O:31])[CH2:28][CH2:29][CH3:30]. (2) Given the product [CH2:15]([C:12]1[C:13](=[O:14])[N:8]([C:4]2[CH:5]=[CH:6][CH:7]=[C:2]([N:1]([O:41][CH3:40])[C:35](=[O:39])[CH:36]=[O:37])[CH:3]=2)[C:9]2[N:25]=[CH:24][CH:23]=[CH:22][C:10]=2[N:11]=1)[C:16]1[CH:21]=[CH:20][CH:19]=[CH:18][CH:17]=1, predict the reactants needed to synthesize it. The reactants are: [NH2:1][C:2]1[CH:3]=[C:4]([N:8]2[C:13](=[O:14])[C:12]([CH2:15][C:16]3[CH:21]=[CH:20][CH:19]=[CH:18][CH:17]=3)=[N:11][C:10]3[CH:22]=[CH:23][CH:24]=[N:25][C:9]2=3)[CH:5]=[CH:6][CH:7]=1.C(N(CC)CC)C.CO[C:35](=[O:39])[C:36](Cl)=[O:37].[C:40](=O)(O)[O-:41].[Na+]. (3) Given the product [CH:18]1([CH2:21][CH2:22][NH:23][C:24]([C:26]2[N:27]=[N:28][C:29]([N:32]3[CH2:37][CH2:36][N:35]([C:5](=[O:6])[C:4]4[CH:8]=[CH:9][C:10]([C:12]([F:15])([F:14])[F:13])=[CH:11][C:3]=4[C:2]([F:17])([F:16])[F:1])[CH2:34][CH2:33]3)=[CH:30][CH:31]=2)=[O:25])[CH2:20][CH2:19]1, predict the reactants needed to synthesize it. The reactants are: [F:1][C:2]([F:17])([F:16])[C:3]1[CH:11]=[C:10]([C:12]([F:15])([F:14])[F:13])[CH:9]=[CH:8][C:4]=1[C:5](Cl)=[O:6].[CH:18]1([CH2:21][CH2:22][NH:23][C:24]([C:26]2[N:27]=[N:28][C:29]([N:32]3[CH2:37][CH2:36][NH:35][CH2:34][CH2:33]3)=[CH:30][CH:31]=2)=[O:25])[CH2:20][CH2:19]1. (4) Given the product [C:20]1([S:16]([C:13]2[CH:14]=[CH:15][C:10]([S:7]([NH:6][C:2]3[S:1][CH:5]=[CH:4][N:3]=3)(=[O:9])=[O:8])=[CH:11][CH:12]=2)(=[O:18])=[O:17])[CH:25]=[CH:24][CH:23]=[CH:22][CH:21]=1, predict the reactants needed to synthesize it. The reactants are: [S:1]1[CH:5]=[CH:4][N:3]=[C:2]1[NH:6][S:7]([C:10]1[CH:15]=[CH:14][C:13]([S:16](Cl)(=[O:18])=[O:17])=[CH:12][CH:11]=1)(=[O:9])=[O:8].[C:20]1([Mg]Br)[CH:25]=[CH:24][CH:23]=[CH:22][CH:21]=1. (5) Given the product [NH2:20][CH2:18][C@@H:16]([NH:15][S:12]([C:9]1[C:8]([CH3:21])=[N:7][N:6]([CH:1]2[CH2:5][CH2:4][CH2:3][CH2:2]2)[C:10]=1[CH3:11])(=[O:14])=[O:13])[CH3:17], predict the reactants needed to synthesize it. The reactants are: [CH:1]1([N:6]2[C:10]([CH3:11])=[C:9]([S:12]([NH:15][C@H:16]([C:18]([NH2:20])=O)[CH3:17])(=[O:14])=[O:13])[C:8]([CH3:21])=[N:7]2)[CH2:5][CH2:4][CH2:3][CH2:2]1. (6) Given the product [NH2:9][C@H:8]1[C@H:2]([F:1])[CH2:3][O:4][C@H:5]([C:17]2[N:21]([CH3:22])[N:20]=[CH:19][C:18]=2[NH:23][C:39]([C:37]2[N:38]=[C:34]([C:29]3[CH:30]=[CH:31][CH:32]=[CH:33][C:28]=3[CH:27]([F:42])[F:26])[S:35][CH:36]=2)=[O:40])[CH2:6][CH2:7]1, predict the reactants needed to synthesize it. The reactants are: [F:1][C@H:2]1[C@H:8]([NH:9]C(=O)OC(C)(C)C)[CH2:7][CH2:6][C@@H:5]([C:17]2[N:21]([CH3:22])[N:20]=[CH:19][C:18]=2[N+:23]([O-])=O)[O:4][CH2:3]1.[F:26][CH:27]([F:42])[C:28]1[CH:33]=[CH:32][CH:31]=[CH:30][C:29]=1[C:34]1[S:35][CH:36]=[C:37]([C:39](O)=[O:40])[N:38]=1.